Dataset: Catalyst prediction with 721,799 reactions and 888 catalyst types from USPTO. Task: Predict which catalyst facilitates the given reaction. (1) Reactant: [C:1]([C:3]1[CH:8]=[CH:7][CH:6]=[CH:5][N:4]=1)#[CH:2].C([Li])CCC.[CH2:14]([Sn:18](Cl)([CH2:23][CH2:24][CH2:25][CH3:26])[CH2:19][CH2:20][CH2:21][CH3:22])[CH2:15][CH2:16][CH3:17]. Product: [CH2:23]([Sn:18]([CH2:14][CH2:15][CH2:16][CH3:17])([CH2:19][CH2:20][CH2:21][CH3:22])[C:2]#[C:1][C:3]1[CH:8]=[CH:7][CH:6]=[CH:5][N:4]=1)[CH2:24][CH2:25][CH3:26]. The catalyst class is: 116. (2) Product: [S:1]([N:11]1[C:15]2=[N:16][CH:17]=[C:18]([CH2:20][NH:21][C:22]([CH:24]3[CH2:29][CH2:28][CH2:27][CH2:26][CH2:25]3)=[S:44])[N:19]=[C:14]2[CH:13]=[CH:12]1)([C:4]1[CH:10]=[CH:9][C:7]([CH3:8])=[CH:6][CH:5]=1)(=[O:3])=[O:2]. Reactant: [S:1]([N:11]1[C:15]2=[N:16][CH:17]=[C:18]([CH2:20][NH:21][C:22]([CH:24]3[CH2:29][CH2:28][CH2:27][CH2:26][CH2:25]3)=O)[N:19]=[C:14]2[CH:13]=[CH:12]1)([C:4]1[CH:10]=[CH:9][C:7]([CH3:8])=[CH:6][CH:5]=1)(=[O:3])=[O:2].O(C1C=CC(P2(=S)SP(=S)(C3C=CC(OC4C=CC=CC=4)=CC=3)[S:44]2)=CC=1)C1C=CC=CC=1. The catalyst class is: 1. (3) Reactant: C([O:3][C:4]([C:6]1[C:7]([C:12]2[CH:17]=[CH:16][C:15]([C:18]([CH3:21])([CH3:20])[CH3:19])=[CH:14][CH:13]=2)=[CH:8][CH:9]=[CH:10][CH:11]=1)=[O:5])C.CO.O.O.[OH-].[Li+]. Product: [C:18]([C:15]1[CH:16]=[CH:17][C:12]([C:7]2[C:6]([C:4]([OH:5])=[O:3])=[CH:11][CH:10]=[CH:9][CH:8]=2)=[CH:13][CH:14]=1)([CH3:21])([CH3:19])[CH3:20]. The catalyst class is: 1. (4) Reactant: [CH3:1][N:2]1[CH2:6][CH2:5][CH2:4][CH:3]1[CH2:7][CH2:8][N:9]1[C:15](=[O:16])[CH2:14][CH2:13][CH2:12][C:11]2[CH:17]=[C:18]([N+:21]([O-])=O)[CH:19]=[CH:20][C:10]1=2. Product: [NH2:21][C:18]1[CH:19]=[CH:20][C:10]2[N:9]([CH2:8][CH2:7][CH:3]3[CH2:4][CH2:5][CH2:6][N:2]3[CH3:1])[C:15](=[O:16])[CH2:14][CH2:13][CH2:12][C:11]=2[CH:17]=1. The catalyst class is: 29.